Dataset: Full USPTO retrosynthesis dataset with 1.9M reactions from patents (1976-2016). Task: Predict the reactants needed to synthesize the given product. (1) Given the product [NH2:5][C:18]1[C:17]2[N:41]=[C:14]([CH2:13][O:12][CH2:10][CH3:11])[N:15]([CH2:42][CH2:43][CH3:44])[C:16]=2[C:25]2[CH:24]=[C:23]([O:26][CH:27]3[CH2:32][CH2:31][N:30]([C:33]([O:35][C:36]([CH3:39])([CH3:38])[CH3:37])=[O:34])[CH2:29][CH2:28]3)[CH:22]=[CH:21][C:20]=2[N:19]=1, predict the reactants needed to synthesize it. The reactants are: ClC(Cl)(Cl)C([N:5]=C=O)=O.[CH2:10]([O:12][CH2:13][C:14]1[N:15]([CH2:42][CH2:43][CH3:44])[C:16]2[C:25]3[CH:24]=[C:23]([O:26][CH:27]4[CH2:32][CH2:31][N:30]([C:33]([O:35][C:36]([CH3:39])([CH3:38])[CH3:37])=[O:34])[CH2:29][CH2:28]4)[CH:22]=[CH:21][C:20]=3[N+:19]([O-])=[CH:18][C:17]=2[N:41]=1)[CH3:11].[OH-].[NH4+].C(=O)([O-])[O-].[Na+].[Na+]. (2) Given the product [Br:6][C:7]1[CH:8]=[C:9]2[C:14](=[CH:15][CH:16]=1)[O:13][C:12]([C:17]1[CH:22]=[CH:21][C:20]([NH:23][CH3:1])=[CH:19][CH:18]=1)=[CH:11][C:10]2=[O:24], predict the reactants needed to synthesize it. The reactants are: [CH3:1][O-].[Na+].CO.[Br:6][C:7]1[CH:8]=[C:9]2[C:14](=[CH:15][CH:16]=1)[O:13][C:12]([C:17]1[CH:22]=[CH:21][C:20]([NH2:23])=[CH:19][CH:18]=1)=[CH:11][C:10]2=[O:24].C=O.[BH4-].[Na+]. (3) Given the product [CH2:7]([O:14][C:15]1[CH:20]=[CH:19][C:18]([CH2:21][CH:22]([NH2:24])[CH3:23])=[CH:17][C:16]=1[O:27][CH3:28])[C:8]1[CH:13]=[CH:12][CH:11]=[CH:10][CH:9]=1, predict the reactants needed to synthesize it. The reactants are: [H-].[H-].[H-].[H-].[Li+].[Al+3].[CH2:7]([O:14][C:15]1[CH:20]=[CH:19][C:18]([CH:21]=[C:22]([N+:24]([O-])=O)[CH3:23])=[CH:17][C:16]=1[O:27][CH3:28])[C:8]1[CH:13]=[CH:12][CH:11]=[CH:10][CH:9]=1.O.[OH-].[Na+]. (4) Given the product [F:37][C:20]1[CH:21]=[CH:22][C:23]([CH2:25][C:26]2[C:35]3[C:30](=[CH:31][CH:32]=[CH:33][CH:34]=3)[C:29](=[O:36])[NH:28][N:27]=2)=[CH:24][C:19]=1[N:15]1[C:14](=[O:38])[CH2:13][NH:12][CH2:17][C:16]1=[O:18], predict the reactants needed to synthesize it. The reactants are: C([O-])=O.[NH4+].C([N:12]1[CH2:17][C:16](=[O:18])[N:15]([C:19]2[CH:24]=[C:23]([CH2:25][C:26]3[C:35]4[C:30](=[CH:31][CH:32]=[CH:33][CH:34]=4)[C:29](=[O:36])[NH:28][N:27]=3)[CH:22]=[CH:21][C:20]=2[F:37])[C:14](=[O:38])[CH2:13]1)C1C=CC=CC=1.CO. (5) Given the product [Cl:19][C:16]1[CH:17]=[CH:18][C:13]([C:11]2[CH:10]=[C:9]([CH3:20])[N:8]=[C:7]([N:5]3[CH:6]=[C:2]([C:25]4[CH:24]=[N:23][C:22]([NH2:21])=[N:27][CH:26]=4)[N:3]=[CH:4]3)[N:12]=2)=[CH:14][CH:15]=1, predict the reactants needed to synthesize it. The reactants are: Br[C:2]1[N:3]=[CH:4][N:5]([C:7]2[N:12]=[C:11]([C:13]3[CH:18]=[CH:17][C:16]([Cl:19])=[CH:15][CH:14]=3)[CH:10]=[C:9]([CH3:20])[N:8]=2)[CH:6]=1.[NH2:21][C:22]1[N:27]=[CH:26][C:25](B2OC(C)(C)C(C)(C)O2)=[CH:24][N:23]=1. (6) Given the product [CH3:28][N:29]([CH2:30][C:31]1[CH:36]=[CH:35][C:34]([C:2]2[CH:3]=[C:4]([NH:24][CH:25]([CH3:26])[CH3:27])[C:5]([CH3:23])=[C:6]([C:7]([NH:9][CH2:10][C:11]3[C:12](=[O:21])[NH:13][C:14]([CH3:20])=[CH:15][C:16]=3[CH3:17])=[O:8])[CH:22]=2)=[CH:33][CH:32]=1)[CH3:46], predict the reactants needed to synthesize it. The reactants are: Br[C:2]1[CH:3]=[C:4]([NH:24][CH:25]([CH3:27])[CH3:26])[C:5]([CH3:23])=[C:6]([CH:22]=1)[C:7]([NH:9][CH2:10][C:11]1[C:12](=[O:21])[NH:13][C:14]([CH3:20])=[CH:15][C:16]=1[CH2:17]CC)=[O:8].[CH3:28][N:29]([CH3:46])[CH2:30][C:31]1[CH:36]=[CH:35][C:34](B2OC(C)(C)C(C)(C)O2)=[CH:33][CH:32]=1.CN1CCN(C2C=CC(B3OC(C)(C)C(C)(C)O3)=CN=2)CC1.